From a dataset of Choline transporter screen with 302,306 compounds. Binary Classification. Given a drug SMILES string, predict its activity (active/inactive) in a high-throughput screening assay against a specified biological target. (1) The compound is O=C1Nc2c(N(C(C1)C)C(=O)Nc1c(OC)cccc1)cccc2. The result is 0 (inactive). (2) The compound is S(=O)(=O)(N(CC)CC)c1cc(c(cc1)C)C. The result is 0 (inactive). (3) The molecule is O(Cc1[nH]c2c(n1)cccc2)c1c(OC)cccc1. The result is 0 (inactive). (4) The molecule is OC(=O)C(CC=C)(CC=C)c1ccccc1. The result is 0 (inactive). (5) The drug is O1C2(N(C(=O)NC(C2)c2c1cccc2)c1cc(C(=O)N2CCCCC2)ccc1)C. The result is 0 (inactive). (6) The compound is s1c(C(=O)c2ccccc2)cnc1NC. The result is 0 (inactive). (7) The molecule is O=C(NC1CCCC1)CCCc1onc(n1)c1cc(ccc1)C. The result is 0 (inactive). (8) The drug is S1(=O)(=O)CC(N(C)C(=O)CSc2n(Cc3occc3)c(=O)c3c(sc(c3)CC)n2)CC1. The result is 0 (inactive).